This data is from Peptide-MHC class I binding affinity with 185,985 pairs from IEDB/IMGT. The task is: Regression. Given a peptide amino acid sequence and an MHC pseudo amino acid sequence, predict their binding affinity value. This is MHC class I binding data. (1) The peptide sequence is INISGYNFSL. The MHC is HLA-A02:06 with pseudo-sequence HLA-A02:06. The binding affinity (normalized) is 0.305. (2) The binding affinity (normalized) is 0. The MHC is Mamu-B01 with pseudo-sequence Mamu-B01. The peptide sequence is IAGGVCYYLL.